The task is: Predict the product of the given reaction.. This data is from Forward reaction prediction with 1.9M reactions from USPTO patents (1976-2016). (1) Given the reactants Cl.[NH2:2][CH2:3][C:4]([NH:6][CH:7]([C:18]1[CH:23]=[CH:22][CH:21]=[CH:20][CH:19]=1)[C:8]1[CH:13]=[CH:12][C:11]([C:14]([F:17])([F:16])[F:15])=[CH:10][CH:9]=1)=[O:5].[Cl:24][C:25]1[CH:33]=[CH:32][C:28]([C:29](O)=[O:30])=[CH:27][CH:26]=1, predict the reaction product. The product is: [Cl:24][C:25]1[CH:33]=[CH:32][C:28]([C:29]([NH:2][CH2:3][C:4](=[O:5])[NH:6][CH:7]([C:18]2[CH:23]=[CH:22][CH:21]=[CH:20][CH:19]=2)[C:8]2[CH:13]=[CH:12][C:11]([C:14]([F:15])([F:16])[F:17])=[CH:10][CH:9]=2)=[O:30])=[CH:27][CH:26]=1. (2) Given the reactants [C:1]([C:4]1[N:5]=[C:6]2[N:16]([CH:17]=1)[CH2:15][CH2:14][O:13][C:12]1[C:7]2=[CH:8][C:9]([C:19]#[C:20][C:21]([OH:27])([CH3:26])[C:22](OC)=[O:23])=[C:10]([F:18])[CH:11]=1)(=[O:3])[NH2:2].[NH3:28].CO, predict the reaction product. The product is: [C:22]([C:21]([OH:27])([CH3:26])[C:20]#[C:19][C:9]1[C:10]([F:18])=[CH:11][C:12]2[O:13][CH2:14][CH2:15][N:16]3[C:6](=[N:5][C:4]([C:1]([NH2:2])=[O:3])=[CH:17]3)[C:7]=2[CH:8]=1)(=[O:23])[NH2:28]. (3) Given the reactants [F:1][C:2]1[C:10]2[C:5](=[N:6][C:7]([C:12]3[CH:17]=[CH:16][CH:15]=[C:14]([O:18]C)[CH:13]=3)=[N:8][C:9]=2O)[N:4]([C:20]2[CH:25]=[CH:24][CH:23]=[CH:22][CH:21]=2)[N:3]=1.ClC1N=C(C2C=CC=C(OC)C=2)N=C2N(C3C=CC=CC=3)N=C(F)C=12.B(Br)(Br)[Br:52], predict the reaction product. The product is: [Br:52][C:9]1[N:8]=[C:7]([C:12]2[CH:13]=[C:14]([OH:18])[CH:15]=[CH:16][CH:17]=2)[N:6]=[C:5]2[N:4]([C:20]3[CH:25]=[CH:24][CH:23]=[CH:22][CH:21]=3)[N:3]=[C:2]([F:1])[C:10]=12. (4) Given the reactants [Cl:1][C:2]1[N:7]=[C:6]([C:8]2[CH:9]=[C:10]([CH:13]=[CH:14][CH:15]=2)[CH:11]=O)[CH:5]=[CH:4][N:3]=1.[C:16]([O:20][C:21]([N:23]1[CH2:28][CH2:27][NH:26][CH:25]([CH2:29][CH3:30])[CH2:24]1)=[O:22])([CH3:19])([CH3:18])[CH3:17], predict the reaction product. The product is: [C:16]([O:20][C:21]([N:23]1[CH2:28][CH2:27][N:26]([CH2:11][C:10]2[CH:13]=[CH:14][CH:15]=[C:8]([C:6]3[CH:5]=[CH:4][N:3]=[C:2]([Cl:1])[N:7]=3)[CH:9]=2)[CH:25]([CH2:29][CH3:30])[CH2:24]1)=[O:22])([CH3:19])([CH3:18])[CH3:17]. (5) Given the reactants C([C:3]1[S:7][C:6]([C:8]([O:10][C@H:11]([C:22]2[CH:27]=[CH:26][C:25]([O:28][CH3:29])=[C:24]([O:30][CH3:31])[CH:23]=2)[CH2:12][C:13]2[C:18]([Cl:19])=[CH:17][N+:16]([O-:20])=[CH:15][C:14]=2[Cl:21])=[O:9])=[CH:5][CH:4]=1)=O.Cl.Cl.[NH2:34][CH:35]([C:47]1[CH:52]=[CH:51][CH:50]=[CH:49][CH:48]=1)[C:36]([O:38][C@@H:39]1[CH:44]2[CH2:45][CH2:46][N:41]([CH2:42][CH2:43]2)[CH2:40]1)=[O:37].CCN(CC)CC.C[C:61](O)=[O:62].C=O.[CH2:66]1CCN2C(=NCCC2)CC1.C(O[BH-](OC(=O)C)OC(=O)C)(=O)C.[Na+], predict the reaction product. The product is: [Cl:21][C:14]1[CH:15]=[N+:16]([O-:20])[CH:17]=[C:18]([Cl:19])[C:13]=1[CH2:12][C@H:11]([O:10][C:8]([C:6]1[S:7][C:3]([CH2:66][NH:34][C:35]([CH2:61][OH:62])([C:47]2[CH:52]=[CH:51][CH:50]=[CH:49][CH:48]=2)[C:36](=[O:37])[O:38][C@@H:39]2[CH:44]3[CH2:43][CH2:42][N:41]([CH2:46][CH2:45]3)[CH2:40]2)=[CH:4][CH:5]=1)=[O:9])[C:22]1[CH:27]=[CH:26][C:25]([O:28][CH3:29])=[C:24]([O:30][CH3:31])[CH:23]=1. (6) Given the reactants [CH3:1][C:2]1([CH3:5])[CH2:4][O:3]1.[Br:6][C:7]1[C:12]([CH3:13])=[CH:11][C:10]([OH:14])=[CH:9][C:8]=1[CH3:15].C([O-])([O-])=O.[K+].[K+], predict the reaction product. The product is: [Br:6][C:7]1[C:12]([CH3:13])=[CH:11][C:10]([O:14][CH2:1][C:2]([CH3:5])([OH:3])[CH3:4])=[CH:9][C:8]=1[CH3:15]. (7) Given the reactants C([O:5][N:6]=[C:7]1[C:16]2[C:11](=[CH:12][CH:13]=[C:14](OCC[Cl:20])[CH:15]=2)[O:10][C:9]([C:21]2[N:26]=[CH:25][N:24]3[CH:27]=[CH:28][CH:29]=[C:23]3[CH:22]=2)=[CH:8]1)(C)(C)C.[F:30][C:31]1([F:37])[CH2:36][CH2:35][NH:34][CH2:33][CH2:32]1, predict the reaction product. The product is: [ClH:20].[F:30][C:31]1([F:37])[CH2:36][CH2:35][N:34]([C:14]2[CH:15]=[C:16]3[C:11](=[CH:12][CH:13]=2)[O:10][C:9]([C:21]2[N:26]=[CH:25][N:24]4[CH:27]=[CH:28][CH:29]=[C:23]4[CH:22]=2)=[CH:8][C:7]3=[N:6][OH:5])[CH2:33][CH2:32]1. (8) Given the reactants [CH:1]12[CH2:10][CH:5]3[CH2:6][CH:7]([CH2:9][CH:3]([CH2:4]3)[CH:2]1[NH:11][C:12]([N:14]1[CH2:19][CH2:18][C:17]3([C:27]4[C:22](=[CH:23][CH:24]=[CH:25][CH:26]=4)[CH:21]([CH2:28][C:29]([O:31]C)=[O:30])[CH2:20]3)[CH2:16][CH2:15]1)=[O:13])[CH2:8]2.C1COCC1.CO.O[Li].O, predict the reaction product. The product is: [CH:1]12[CH2:10][CH:5]3[CH2:6][CH:7]([CH2:9][CH:3]([CH2:4]3)[CH:2]1[NH:11][C:12]([N:14]1[CH2:15][CH2:16][C:17]3([C:27]4[C:22](=[CH:23][CH:24]=[CH:25][CH:26]=4)[CH:21]([CH2:28][C:29]([OH:31])=[O:30])[CH2:20]3)[CH2:18][CH2:19]1)=[O:13])[CH2:8]2. (9) Given the reactants [CH3:1][O:2][C:3](=[O:15])[C:4]1[C:5](=[C:10]([OH:14])[CH:11]=[CH:12][CH:13]=1)[C:6]([O:8][CH3:9])=[O:7].C(=O)([O-])[O-].[K+].[K+].Br[CH2:23][C:24]1[CH:29]=[CH:28][C:27]([O:30][CH3:31])=[CH:26][CH:25]=1, predict the reaction product. The product is: [CH3:1][O:2][C:3](=[O:15])[C:4]1[C:5](=[C:10]([O:14][CH2:23][C:24]2[CH:29]=[CH:28][C:27]([O:30][CH3:31])=[CH:26][CH:25]=2)[CH:11]=[CH:12][CH:13]=1)[C:6]([O:8][CH3:9])=[O:7]. (10) Given the reactants [Br:1][C:2]1[C:14]2[C:13]3[C:8](=[CH:9][C:10]([C:15]([OH:18])([CH3:17])[CH3:16])=[CH:11][CH:12]=3)[NH:7][C:6]=2[C:5]([C:19]([NH2:21])=[O:20])=[CH:4][C:3]=1I.[CH3:23][N:24](C=O)C, predict the reaction product. The product is: [Br:1][C:2]1[C:14]2[C:13]3[C:8](=[CH:9][C:10]([C:15]([OH:18])([CH3:17])[CH3:16])=[CH:11][CH:12]=3)[NH:7][C:6]=2[C:5]([C:19]([NH2:21])=[O:20])=[CH:4][C:3]=1[C:23]#[N:24].